Dataset: Forward reaction prediction with 1.9M reactions from USPTO patents (1976-2016). Task: Predict the product of the given reaction. (1) Given the reactants C([O:3][C:4]([C:6]1[S:10][C:9]2[CH:11]=[C:12]([CH:15]([C:17](=[O:19])[NH2:18])[F:16])[CH:13]=[CH:14][C:8]=2[CH:7]=1)=[O:5])C.[Li+].[OH-].Cl, predict the reaction product. The product is: [C:17]([CH:15]([F:16])[C:12]1[CH:13]=[CH:14][C:8]2[CH:7]=[C:6]([C:4]([OH:5])=[O:3])[S:10][C:9]=2[CH:11]=1)(=[O:19])[NH2:18]. (2) Given the reactants [F:1][C:2]1[CH:3]=[C:4]([CH:7]=[CH:8][C:9]=1F)[CH:5]=[O:6].[Br:11][C:12]1[CH:13]=[C:14]([OH:18])[CH:15]=[N:16][CH:17]=1, predict the reaction product. The product is: [Br:11][C:12]1[CH:13]=[C:14]([O:18][C:9]2[CH:8]=[CH:7][C:4]([CH:5]=[O:6])=[CH:3][C:2]=2[F:1])[CH:15]=[N:16][CH:17]=1. (3) The product is: [C:2]([O:14][C:12](=[O:13])[CH2:11][CH:15]1[C:21]2[CH:22]=[CH:23][CH:24]=[CH:25][C:20]=2[NH:19][CH2:18][CH2:17][CH2:16]1)([CH3:3])([CH3:6])[CH3:28]. Given the reactants B.[CH2:2]1[CH2:6]OC[CH2:3]1.C([CH:11]([CH:15]1[C:21]2[CH:22]=[CH:23][CH:24]=[CH:25][C:20]=2[NH:19][C:18](=O)[CH2:17][CH2:16]1)[C:12]([OH:14])=[O:13])(C)(C)C.O.[CH2:28]1COCC1, predict the reaction product. (4) Given the reactants [Cl:1][C:2]1[CH:3]=[C:4]([CH:9]=[C:10]([CH3:12])[N:11]=1)[C:5]([NH:7][NH2:8])=[O:6].FC(F)(F)[C:15](O)=[O:16].[CH2:20](Cl)Cl, predict the reaction product. The product is: [Cl:1][C:2]1[CH:3]=[C:4]([C:5]2[O:6][C:15](=[O:16])[N:8]([CH3:20])[N:7]=2)[CH:9]=[C:10]([CH3:12])[N:11]=1. (5) Given the reactants [CH3:1][C:2]1[NH:3][C:4](=[O:26])[C:5]([CH2:11][C:12]2[CH:17]=[CH:16][C:15]([C:18]3[C:19]([C:24]#[N:25])=[CH:20][CH:21]=[CH:22][CH:23]=3)=[CH:14][CH:13]=2)=[C:6]([CH2:8][CH2:9][CH3:10])[N:7]=1.[CH:27]([C:30]1[CH:35]=[CH:34][C:33](B(O)O)=[CH:32][CH:31]=1)([CH3:29])[CH3:28].C(N(CC)CC)C.N1C=CC=CC=1, predict the reaction product. The product is: [CH:27]([C:30]1[CH:35]=[CH:34][C:33]([N:3]2[C:4](=[O:26])[C:5]([CH2:11][C:12]3[CH:17]=[CH:16][C:15]([C:18]4[C:19]([C:24]#[N:25])=[CH:20][CH:21]=[CH:22][CH:23]=4)=[CH:14][CH:13]=3)=[C:6]([CH2:8][CH2:9][CH3:10])[N:7]=[C:2]2[CH3:1])=[CH:32][CH:31]=1)([CH3:29])[CH3:28].